Dataset: Catalyst prediction with 721,799 reactions and 888 catalyst types from USPTO. Task: Predict which catalyst facilitates the given reaction. Reactant: CC([N:5]([C@@H:9]([CH3:31])[C:10]([NH:12][C@@H:13]([CH2:27][CH:28]([CH3:30])[CH3:29])/[CH:14]=[CH:15]/[C:16]([NH:18][C:19]1[CH:24]=[CH:23][C:22]([O:25][CH3:26])=[CH:21][CH:20]=1)=[O:17])=[O:11])C(=O)[O-])(C)C.[C:32]([OH:38])([C:34]([F:37])([F:36])[F:35])=[O:33]. Product: [F:35][C:34]([F:37])([F:36])[C:32]([OH:38])=[O:33].[NH2:5][C@H:9]([C:10]([NH:12][C@@H:13]([CH2:27][CH:28]([CH3:30])[CH3:29])/[CH:14]=[CH:15]/[C:16]([NH:18][C:19]1[CH:24]=[CH:23][C:22]([O:25][CH3:26])=[CH:21][CH:20]=1)=[O:17])=[O:11])[CH3:31]. The catalyst class is: 2.